Dataset: Reaction yield outcomes from USPTO patents with 853,638 reactions. Task: Predict the reaction yield, written as a fraction of the theoretical maximum amount of product (1.0 means a 100% yield; for example, 0.34 means a 34% yield). (1) The reactants are C[O:2][CH:3](OC)[CH2:4][CH2:5][CH2:6][N:7]1[CH2:11][CH2:10][N:9]([OH:12])[C:8]1=[O:13].Cl.C([O-])([O-])=O.[Na+].[Na+]. The catalyst is C1COCC1. The product is [OH:12][N:9]1[CH2:10][CH2:11][N:7]([CH2:6][CH2:5][CH2:4][CH:3]=[O:2])[C:8]1=[O:13]. The yield is 0.510. (2) The reactants are [NH2:1][C:2]1[CH:7]=[CH:6][C:5]([C:8]#[C:9][C:10]2[N:11]([CH2:23][CH3:24])[C:12]3[C:17]([C:18]=2[C:19]#[N:20])=[CH:16][CH:15]=[C:14]([O:21][CH3:22])[CH:13]=3)=[CH:4][CH:3]=1.[CH3:25][S:26](Cl)(=[O:28])=[O:27]. The catalyst is N1C=CC=CC=1.C(OCC)(=O)C. The product is [C:19]([C:18]1[C:17]2[C:12](=[CH:13][C:14]([O:21][CH3:22])=[CH:15][CH:16]=2)[N:11]([CH2:23][CH3:24])[C:10]=1[C:9]#[C:8][C:5]1[CH:6]=[CH:7][C:2]([NH:1][S:26]([CH3:25])(=[O:28])=[O:27])=[CH:3][CH:4]=1)#[N:20]. The yield is 0.920. (3) The reactants are [CH2:1]([N:8]1[CH2:13][CH2:12][N:11]([C:14]2[CH:15]=[C:16]3[C:20](=[CH:21][C:22]=2[O:23][CH3:24])[NH:19][N:18]=[C:17]3[S:25]([C:28]2[CH:33]=[CH:32][CH:31]=[CH:30][CH:29]=2)(=[O:27])=[O:26])[CH2:10][CH2:9]1)[C:2]1[CH:7]=[CH:6][CH:5]=[CH:4][CH:3]=1.[C:34]1(B(O)O)[CH:39]=[CH:38][CH:37]=[CH:36][CH:35]=1.N1C=CC=CC=1.C(Cl)[Cl:50]. The catalyst is C([O-])(=O)C.[Cu+2].C([O-])(=O)C. The product is [ClH:50].[CH2:1]([N:8]1[CH2:9][CH2:10][N:11]([C:14]2[CH:15]=[C:16]3[C:20](=[CH:21][C:22]=2[O:23][CH3:24])[N:19]([C:34]2[CH:39]=[CH:38][CH:37]=[CH:36][CH:35]=2)[N:18]=[C:17]3[S:25]([C:28]2[CH:33]=[CH:32][CH:31]=[CH:30][CH:29]=2)(=[O:26])=[O:27])[CH2:12][CH2:13]1)[C:2]1[CH:3]=[CH:4][CH:5]=[CH:6][CH:7]=1. The yield is 0.250. (4) The reactants are [C:1]([C:3]1[CH:4]=[N:5][CH:6]=[CH:7][CH:8]=1)#[CH:2].[N:9]1[CH:14]=[CH:13][CH:12]=[CH:11][C:10]=1[O:15][CH2:16][C:17]1[CH:22]=[CH:21][C:20]([CH2:23][C:24](Cl)=[N:25][OH:26])=[CH:19][CH:18]=1.C(N(CC)CC)C. The catalyst is O1CCCC1. The yield is 0.240. The product is [N:9]1[CH:14]=[CH:13][CH:12]=[CH:11][C:10]=1[O:15][CH2:16][C:17]1[CH:22]=[CH:21][C:20]([CH2:23][C:24]2[CH:2]=[C:1]([C:3]3[CH:4]=[N:5][CH:6]=[CH:7][CH:8]=3)[O:26][N:25]=2)=[CH:19][CH:18]=1. (5) The reactants are [Cu]([C:4]#[N:5])C#N.Br[C:7]1[CH:12]=[CH:11][C:10]([C@@:13]2([CH3:46])[C@@H:20]([C:21]3[CH:26]=[CH:25][C:24]([Cl:27])=[CH:23][CH:22]=3)[N:19]3[C:15]([S:16][C:17]([C:31]([N:33]4[CH2:37][CH2:36][CH2:35][C@H:34]4[C:38]([N:40]4[CH2:45][CH2:44][O:43][CH2:42][CH2:41]4)=[O:39])=[O:32])=[C:18]3[CH:28]([CH3:30])[CH3:29])=[N:14]2)=[CH:9][CH:8]=1.[OH-].[Na+]. The catalyst is CN(C)C=O. The product is [Cl:27][C:24]1[CH:23]=[CH:22][C:21]([C@H:20]2[N:19]3[C:15]([S:16][C:17]([C:31]([N:33]4[CH2:37][CH2:36][CH2:35][C@H:34]4[C:38]([N:40]4[CH2:45][CH2:44][O:43][CH2:42][CH2:41]4)=[O:39])=[O:32])=[C:18]3[CH:28]([CH3:30])[CH3:29])=[N:14][C@:13]2([C:10]2[CH:9]=[CH:8][C:7]([C:4]#[N:5])=[CH:12][CH:11]=2)[CH3:46])=[CH:26][CH:25]=1. The yield is 0.510. (6) The reactants are C[Si]([C:5]#[C:6][C:7]1[CH:33]=[CH:32][C:10]2[N:11]([CH2:14][C:15]3[CH:31]=[CH:30][C:18]4[N:19]=[C:20]([NH:22][C@@H:23]5[CH2:28][CH2:27][CH2:26][CH2:25][C@H:24]5[OH:29])[S:21][C:17]=4[CH:16]=3)[CH:12]=[N:13][C:9]=2[CH:8]=1)(C)C.C([O-])([O-])=O.[Na+].[Na+]. The catalyst is CO. The product is [C:6]([C:7]1[CH:33]=[CH:32][C:10]2[N:11]([CH2:14][C:15]3[CH:31]=[CH:30][C:18]4[N:19]=[C:20]([NH:22][C@@H:23]5[CH2:28][CH2:27][CH2:26][CH2:25][C@H:24]5[OH:29])[S:21][C:17]=4[CH:16]=3)[CH:12]=[N:13][C:9]=2[CH:8]=1)#[CH:5]. The yield is 0.170. (7) The reactants are [CH3:1][C:2]1[O:6][N:5]=[C:4]([C:7]2[CH:12]=[CH:11][CH:10]=[CH:9][CH:8]=2)[C:3]=1[C:13]1[O:17][N:16]=[C:15]([CH2:18][OH:19])[N:14]=1.C(=O)([O-])O.[Na+].[Br-].[K+].Cl[O-].[Na+].C(Cl)(=O)C(Cl)=O.[NH3:36]. The catalyst is CC(C)=O.O.CN(C=O)C. The product is [CH3:1][C:2]1[O:6][N:5]=[C:4]([C:7]2[CH:12]=[CH:11][CH:10]=[CH:9][CH:8]=2)[C:3]=1[C:13]1[O:17][N:16]=[C:15]([C:18]([NH2:36])=[O:19])[N:14]=1. The yield is 0.470. (8) The reactants are [F:1][C:2]1[CH:3]=[C:4]([CH:8]2[CH2:10][CH:9]2[C:11]([O:13]C)=[O:12])[CH:5]=[CH:6][CH:7]=1.[OH-].[Na+]. The catalyst is CO.O. The product is [F:1][C:2]1[CH:3]=[C:4]([CH:8]2[CH2:10][CH:9]2[C:11]([OH:13])=[O:12])[CH:5]=[CH:6][CH:7]=1. The yield is 0.990. (9) The reactants are [Cl:1][C:2]1[C:3](=[O:32])[N:4]([CH2:19][C:20]2[CH:21]=[C:22]3[C:26](=[CH:27][CH:28]=2)[NH:25][C:24](=[O:29])[C:23]3(Br)Br)[C:5]([CH3:18])=[CH:6][C:7]=1[O:8][CH2:9][C:10]1[CH:15]=[CH:14][C:13]([F:16])=[CH:12][C:11]=1[F:17]. The catalyst is C(O)(=O)C.O.[Zn]. The product is [Cl:1][C:2]1[C:3](=[O:32])[N:4]([CH2:19][C:20]2[CH:21]=[C:22]3[C:26](=[CH:27][CH:28]=2)[NH:25][C:24](=[O:29])[CH2:23]3)[C:5]([CH3:18])=[CH:6][C:7]=1[O:8][CH2:9][C:10]1[CH:15]=[CH:14][C:13]([F:16])=[CH:12][C:11]=1[F:17]. The yield is 0.820. (10) The reactants are [F:1][C:2]1[CH:32]=[CH:31][C:5]([CH2:6][NH:7][C:8]([C:10]2[S:14][C:13]([C:15]3[CH:20]=[N:19][CH:18]=[C:17](/[CH:21]=[CH:22]/[C:23]4[CH:28]=[CH:27][C:26]([F:29])=[CH:25][CH:24]=4)[N:16]=3)=[N:12][C:11]=2[CH3:30])=[O:9])=[CH:4][CH:3]=1. The catalyst is C(OCC)(=O)C.C(O)C.[Pd]. The product is [F:1][C:2]1[CH:3]=[CH:4][C:5]([CH2:6][NH:7][C:8]([C:10]2[S:14][C:13]([C:15]3[CH:20]=[N:19][CH:18]=[C:17]([CH2:21][CH2:22][C:23]4[CH:28]=[CH:27][C:26]([F:29])=[CH:25][CH:24]=4)[N:16]=3)=[N:12][C:11]=2[CH3:30])=[O:9])=[CH:31][CH:32]=1. The yield is 0.750.